This data is from Forward reaction prediction with 1.9M reactions from USPTO patents (1976-2016). The task is: Predict the product of the given reaction. (1) Given the reactants [F:1][C:2]1[CH:7]=[CH:6][C:5]([C:8](=[O:25])[CH2:9][N:10]2[CH2:13][CH:12]([CH2:14][S:15]([C:18]3[CH:23]=[CH:22][C:21]([F:24])=[CH:20][CH:19]=3)(=[O:17])=[O:16])[CH2:11]2)=[C:4]([O:26]C)[CH:3]=1.B(Br)(Br)Br.C(OCC)C, predict the reaction product. The product is: [F:1][C:2]1[CH:7]=[CH:6][C:5]([C:8](=[O:25])[CH2:9][N:10]2[CH2:11][CH:12]([CH2:14][S:15]([C:18]3[CH:23]=[CH:22][C:21]([F:24])=[CH:20][CH:19]=3)(=[O:16])=[O:17])[CH2:13]2)=[C:4]([OH:26])[CH:3]=1. (2) Given the reactants [N:1]1[CH:6]=[CH:5][CH:4]=[CH:3][C:2]=1[C:7]1[CH:12]=[CH:11][CH:10]=[CH:9][N:8]=1.[S:13](=[O:17])(=[O:16])([OH:15])O, predict the reaction product. The product is: [N:1]1[CH:6]=[CH:5][C:4]([S:13]([OH:15])(=[O:17])=[O:16])=[C:3]([S:13]([OH:17])(=[O:16])=[O:15])[C:2]=1[C:7]1[CH:12]=[CH:11][CH:10]=[CH:9][N:8]=1. (3) Given the reactants CN(C=O)C.[N:6]1([C:11]2[CH:16]=[CH:15][C:14]([S:17]([OH:20])(=O)=[O:18])=[CH:13][CH:12]=2)[CH2:10][CH2:9][CH2:8][CH2:7]1.C(Cl)(=O)C([Cl:24])=O, predict the reaction product. The product is: [N:6]1([C:11]2[CH:16]=[CH:15][C:14]([S:17]([Cl:24])(=[O:20])=[O:18])=[CH:13][CH:12]=2)[CH2:10][CH2:9][CH2:8][CH2:7]1. (4) The product is: [C:24]1([NH:30][C:31](=[O:32])[N:21]([CH2:22][CH3:23])[CH2:20][CH2:19][CH2:18][O:17][C:5]2[CH:6]=[CH:7][C:8]3[C:9]([C:13]([F:15])([F:14])[F:16])=[N:10][O:11][C:12]=3[C:4]=2[CH2:1][CH2:2][CH3:3])[CH:29]=[CH:28][CH:27]=[CH:26][CH:25]=1. Given the reactants [CH2:1]([C:4]1[C:12]2[O:11][N:10]=[C:9]([C:13]([F:16])([F:15])[F:14])[C:8]=2[CH:7]=[CH:6][C:5]=1[O:17][CH2:18][CH2:19][CH2:20][NH:21][CH2:22][CH3:23])[CH2:2][CH3:3].[C:24]1([N:30]=[C:31]=[O:32])[CH:29]=[CH:28][CH:27]=[CH:26][CH:25]=1, predict the reaction product. (5) Given the reactants [CH:1]1([C:4]2[CH:5]=[N:6][C:7]3[C:12]([C:13]=2[CH2:14][N:15]2[C:21](=[O:22])[C@@H:20]([NH:23][C:24](=[O:36])[C@@H:25]([N:27](C)[C:28](=O)OC(C)(C)C)[CH3:26])[C@H:19]([CH3:37])[N:18]([C:38]([CH:40]4[CH2:45][CH2:44][O:43][CH2:42][CH2:41]4)=[O:39])[C:17]4[CH:46]=[CH:47][CH:48]=[CH:49][C:16]2=4)=[CH:11][CH:10]=[CH:9][CH:8]=3)[CH2:3][CH2:2]1.[ClH:50], predict the reaction product. The product is: [ClH:50].[CH:1]1([C:4]2[CH:5]=[N:6][C:7]3[C:12]([C:13]=2[CH2:14][N:15]2[C:21](=[O:22])[C@@H:20]([NH:23][C:24](=[O:36])[C@@H:25]([NH:27][CH3:28])[CH3:26])[C@H:19]([CH3:37])[N:18]([C:38]([CH:40]4[CH2:41][CH2:42][O:43][CH2:44][CH2:45]4)=[O:39])[C:17]4[CH:46]=[CH:47][CH:48]=[CH:49][C:16]2=4)=[CH:11][CH:10]=[CH:9][CH:8]=3)[CH2:2][CH2:3]1. (6) Given the reactants [CH3:1][C@H:2]([CH2:9][CH2:10][CH2:11][CH:12]([CH3:14])[CH3:13])[CH2:3][CH2:4][CH2:5][C:6](=[O:8])[CH3:7].[CH:15]#[CH:16].N, predict the reaction product. The product is: [CH3:7][C:6]([OH:8])([CH2:5][CH2:4][CH2:3][C@H:2]([CH3:1])[CH2:9][CH2:10][CH2:11][CH:12]([CH3:14])[CH3:13])[C:15]#[CH:16]. (7) Given the reactants [CH3:1][N:2]1[C:6]2[NH:7][C:8](=[O:15])[C:9]3[CH2:10][CH2:11][CH2:12][CH2:13][C:14]=3[C:5]=2[C:4]([CH:16]2[CH2:20][CH2:19][N:18](C(OCC3C=CC=CC=3)=O)[CH2:17]2)=[N:3]1, predict the reaction product. The product is: [CH3:1][N:2]1[C:6]2[NH:7][C:8](=[O:15])[C:9]3[CH2:10][CH2:11][CH2:12][CH2:13][C:14]=3[C:5]=2[C:4]([CH:16]2[CH2:20][CH2:19][NH:18][CH2:17]2)=[N:3]1.